This data is from Full USPTO retrosynthesis dataset with 1.9M reactions from patents (1976-2016). The task is: Predict the reactants needed to synthesize the given product. (1) Given the product [CH2:1]([NH:4][C:5](=[O:14])[C:6]1[CH:11]=[CH:10][C:9]([N:12]2[C:20]([CH3:21])=[CH:19][CH:15]=[C:16]2[CH3:18])=[CH:8][C:7]=1[Br:13])[CH:2]=[CH2:3], predict the reactants needed to synthesize it. The reactants are: [CH2:1]([NH:4][C:5](=[O:14])[C:6]1[CH:11]=[CH:10][C:9]([NH2:12])=[CH:8][C:7]=1[Br:13])[CH:2]=[CH2:3].[CH2:15]([CH2:19][C:20](=O)[CH3:21])[C:16]([CH3:18])=O.C1(C)C=CC(S(O)(=O)=O)=CC=1.O. (2) Given the product [F:1][C:2]1[CH:10]=[C:9]([NH2:11])[CH:8]=[C:7]2[C:3]=1[CH2:4][N:5]([CH3:14])[CH2:6]2, predict the reactants needed to synthesize it. The reactants are: [F:1][C:2]1[CH:10]=[C:9]([N+:11]([O-])=O)[CH:8]=[C:7]2[C:3]=1[CH2:4][N:5]([CH3:14])[CH2:6]2. (3) Given the product [CH2:9]([O:16][C:17]1[CH:18]=[C:19]([CH:33]=[CH:34][CH:35]=1)[C:20]([NH:22][C:23]1[CH:28]=[CH:27][CH:26]=[CH:25][C:24]=1[S:29]([NH:30][C:1](=[O:7])[CH2:2][CH2:3][CH2:4][CH2:5][CH3:6])(=[O:32])=[O:31])=[O:21])[CH2:10][CH2:11][CH2:12][CH2:13][CH2:14][CH3:15], predict the reactants needed to synthesize it. The reactants are: [C:1](Cl)(=[O:7])[CH2:2][CH2:3][CH2:4][CH2:5][CH3:6].[CH2:9]([O:16][C:17]1[CH:18]=[C:19]([CH:33]=[CH:34][CH:35]=1)[C:20]([NH:22][C:23]1[CH:28]=[CH:27][CH:26]=[CH:25][C:24]=1[S:29](=[O:32])(=[O:31])[NH2:30])=[O:21])[CH2:10][CH2:11][CH2:12][CH2:13][CH2:14][CH3:15]. (4) Given the product [NH:1]1[C:9]2[C:4](=[C:5]([CH:10]=[CH:11][C:12]([OH:14])=[O:13])[CH:6]=[CH:7][CH:8]=2)[CH:3]=[CH:2]1, predict the reactants needed to synthesize it. The reactants are: [NH:1]1[C:9]2[C:4](=[C:5]([CH:10]=[CH:11][C:12]([O:14]C)=[O:13])[CH:6]=[CH:7][CH:8]=2)[CH:3]=[CH:2]1.[Li+].[OH-].